This data is from Forward reaction prediction with 1.9M reactions from USPTO patents (1976-2016). The task is: Predict the product of the given reaction. (1) Given the reactants [NH2:1][C:2]1[N:7]=[C:6]([C:8]([NH:10][CH2:11][C:12]2[CH:17]=[CH:16][CH:15]=[C:14]([CH2:18][O:19][Si](C(C)(C)C)(C)C)[N:13]=2)=[O:9])[CH:5]=[C:4]([C:27]2[O:28][C:29]([CH3:32])=[CH:30][CH:31]=2)[N:3]=1.C([O-])(O)=O.[Na+], predict the reaction product. The product is: [NH2:1][C:2]1[N:7]=[C:6]([C:8]([NH:10][CH2:11][C:12]2[CH:17]=[CH:16][CH:15]=[C:14]([CH2:18][OH:19])[N:13]=2)=[O:9])[CH:5]=[C:4]([C:27]2[O:28][C:29]([CH3:32])=[CH:30][CH:31]=2)[N:3]=1. (2) The product is: [C:24]([N:8]1[C:7]([CH3:21])=[CH:6][C:5]2[CH:22]=[CH:23][C:2]([Cl:1])=[CH:3][C:4]=2[C:10]([C:11]2[CH:16]=[CH:15][C:14]([N+:17]([O-:19])=[O:18])=[C:13]([CH3:20])[CH:12]=2)=[N:9]1)(=[O:26])[CH3:25]. Given the reactants [Cl:1][C:2]1[CH:23]=[CH:22][C:5]2[CH2:6][C:7]([CH3:21])=[N:8][N:9]=[C:10]([C:11]3[CH:16]=[CH:15][C:14]([N+:17]([O-:19])=[O:18])=[C:13]([CH3:20])[CH:12]=3)[C:4]=2[CH:3]=1.[C:24](OC(=O)C)(=[O:26])[CH3:25], predict the reaction product. (3) Given the reactants [CH3:1][N:2]([CH3:22])[CH2:3]/[CH:4]=[CH:5]\[C:6]1[C:11]([O:12][CH2:13][CH2:14][O:15]C2CCCCO2)=[CH:10][CH:9]=[CH:8][N:7]=1, predict the reaction product. The product is: [CH3:22][N:2]([CH3:1])[CH2:3][CH2:4][CH2:5][C:6]1[C:11]([O:12][CH2:13][CH2:14][OH:15])=[CH:10][CH:9]=[CH:8][N:7]=1. (4) The product is: [Cl:15][C:9]1[CH:10]=[C:11]([F:14])[CH:12]=[CH:13][C:8]=1[CH:6]1[CH2:7][CH:2]([NH:1][C:23](=[O:24])[C:18]2[CH:19]=[CH:20][CH:21]=[CH:22][N:17]=2)[CH:3]([OH:16])[CH2:4][CH2:5]1. Given the reactants [NH2:1][CH:2]1[CH2:7][CH:6]([C:8]2[CH:13]=[CH:12][C:11]([F:14])=[CH:10][C:9]=2[Cl:15])[CH2:5][CH2:4][CH:3]1[OH:16].[N:17]1[CH:22]=[CH:21][CH:20]=[CH:19][C:18]=1[C:23](O)=[O:24].C(N=C=NCCCN(C)C)C.OC1C2N=NNC=2C=CC=1.C(N(CC)CC)C, predict the reaction product. (5) Given the reactants [Br:1][C:2]1[CH:3]=[N:4][CH:5]=[CH:6][C:7]=1[CH:8]=[CH:9][CH2:10]CCC.Br[C:15]1C=NC=CC=1C=O.[I-].C([P+](C1C=CC=CC=1)(C1C=CC=CC=1)C1C=CC=CC=1)(C)C, predict the reaction product. The product is: [Br:1][C:2]1[CH:3]=[N:4][CH:5]=[CH:6][C:7]=1[CH:8]=[C:9]([CH3:10])[CH3:15]. (6) Given the reactants [Br:1][C:2]1[N:7]2[CH:8]=[C:9]([CH2:11]O)[N:10]=[C:6]2[C:5]([N:13]2[CH2:18][CH2:17][O:16][CH2:15][CH2:14]2)=[N:4][CH:3]=1.CCN(C(C)C)C(C)C.CS(Cl)(=O)=O.C(=O)([O-])[O-].[K+].[K+].[N:39]1[C:48]2[C:43](=[CH:44][CH:45]=[CH:46][CH:47]=2)[CH:42]=[CH:41][C:40]=1[SH:49], predict the reaction product. The product is: [Br:1][C:2]1[N:7]2[CH:8]=[C:9]([CH2:11][S:49][C:40]3[CH:41]=[CH:42][C:43]4[C:48](=[CH:47][CH:46]=[CH:45][CH:44]=4)[N:39]=3)[N:10]=[C:6]2[C:5]([N:13]2[CH2:18][CH2:17][O:16][CH2:15][CH2:14]2)=[N:4][CH:3]=1.